This data is from Full USPTO retrosynthesis dataset with 1.9M reactions from patents (1976-2016). The task is: Predict the reactants needed to synthesize the given product. (1) Given the product [C:2]([S@:5](/[N:7]=[C:9]1/[C:10]2[CH:11]=[CH:12][C:13]([C:19]([O:21][CH2:22][CH3:24])=[O:20])=[CH:14][C:15]=2[CH2:16][CH2:17][CH2:18]/1)=[O:6])([CH3:4])([CH3:3])[CH3:1], predict the reactants needed to synthesize it. The reactants are: [CH3:1][C:2]([S@:5]([NH2:7])=[O:6])([CH3:4])[CH3:3].O=[C:9]1[CH2:18][CH2:17][CH2:16][C:15]2[CH:14]=[C:13]([C:19]([O:21][CH3:22])=[O:20])[CH:12]=[CH:11][C:10]1=2.O.[CH2:24]1COCC1. (2) Given the product [C:17]1([N:16]([C:10]2[CH:11]=[CH:12][CH:13]=[CH:14][CH:15]=2)[C:1](=[O:8])[C:2]2[CH:7]=[CH:6][CH:5]=[CH:4][CH:3]=2)[CH:18]=[CH:19][CH:20]=[CH:21][CH:22]=1, predict the reactants needed to synthesize it. The reactants are: [C:1](Cl)(=[O:8])[C:2]1[CH:7]=[CH:6][CH:5]=[CH:4][CH:3]=1.[C:10]1([NH:16][C:17]2[CH:22]=[CH:21][CH:20]=[CH:19][CH:18]=2)[CH:15]=[CH:14][CH:13]=[CH:12][CH:11]=1.N1C=CC=CC=1. (3) Given the product [NH2:20][C:8]1[CH:7]=[CH:6][C:5]([O:4][C:3]2[CH:23]=[CH:24][C:25]([CH3:27])=[CH:26][C:2]=2[F:1])=[CH:10][C:9]=1[CH2:11][NH:12][C:13](=[O:19])[O:14][C:15]([CH3:17])([CH3:16])[CH3:18], predict the reactants needed to synthesize it. The reactants are: [F:1][C:2]1[CH:26]=[C:25]([CH3:27])[CH:24]=[CH:23][C:3]=1[O:4][C:5]1[CH:6]=[CH:7][C:8]([N+:20]([O-])=O)=[C:9]([CH2:11][NH:12][C:13](=[O:19])[O:14][C:15]([CH3:18])([CH3:17])[CH3:16])[CH:10]=1.[Cl-].[NH4+].C(O)C.